This data is from Forward reaction prediction with 1.9M reactions from USPTO patents (1976-2016). The task is: Predict the product of the given reaction. (1) Given the reactants [N-:1]=[N+:2]=[N-:3].[Na+].[CH2:5]([O:12][CH2:13][C@@H:14](OS(C)(=O)=O)[C@@H:15]1[CH2:19][C@@H:18]([CH3:20])[C:17](=[O:21])[O:16]1)[C:6]1[CH:11]=[CH:10][CH:9]=[CH:8][CH:7]=1, predict the reaction product. The product is: [N:1]([C@H:14]([C@H:15]1[O:16][C:17](=[O:21])[C@H:18]([CH3:20])[CH2:19]1)[CH2:13][O:12][CH2:5][C:6]1[CH:11]=[CH:10][CH:9]=[CH:8][CH:7]=1)=[N+:2]=[N-:3]. (2) The product is: [CH:51]([NH:49][NH:50][C:13](=[O:15])[C:12]([NH:11][C:9](=[O:10])[O:8][CH2:1][C:2]1[CH:3]=[CH:4][CH:5]=[CH:6][CH:7]=1)([CH3:17])[CH3:16])=[O:52]. Given the reactants [CH2:1]([O:8][C:9]([NH:11][C:12]([CH3:17])([CH3:16])[C:13]([OH:15])=O)=[O:10])[C:2]1[CH:7]=[CH:6][CH:5]=[CH:4][CH:3]=1.CN(C(ON1N=NC2C=CC=NC1=2)=[N+](C)C)C.F[P-](F)(F)(F)(F)F.CN1CCOCC1.[NH:49]([CH:51]=[O:52])[NH2:50], predict the reaction product.